The task is: Binary Classification. Given a drug SMILES string, predict its activity (active/inactive) in a high-throughput screening assay against a specified biological target.. This data is from Cav3 T-type calcium channel HTS with 100,875 compounds. (1) The compound is S(=O)(=O)(N1CCCCC1)c1cc(S(=O)(=O)c2ccccc2)ccc1. The result is 0 (inactive). (2) The compound is Clc1c(Cn2ncc3c2ncnc3NCc2occc2)ccc(Cl)c1. The result is 1 (active). (3) The molecule is S(=O)(=O)(NCCc1ccccc1)c1ccc(NC(=O)COC)cc1. The result is 0 (inactive).